Dataset: NCI-60 drug combinations with 297,098 pairs across 59 cell lines. Task: Regression. Given two drug SMILES strings and cell line genomic features, predict the synergy score measuring deviation from expected non-interaction effect. (1) Drug 1: CS(=O)(=O)OCCCCOS(=O)(=O)C. Drug 2: C1CC(=O)NC(=O)C1N2C(=O)C3=CC=CC=C3C2=O. Cell line: NCIH23. Synergy scores: CSS=15.8, Synergy_ZIP=-0.547, Synergy_Bliss=-3.94, Synergy_Loewe=1.47, Synergy_HSA=-2.86. (2) Drug 1: C1=CC=C(C=C1)NC(=O)CCCCCCC(=O)NO. Drug 2: C1C(C(OC1N2C=NC(=NC2=O)N)CO)O. Cell line: LOX IMVI. Synergy scores: CSS=18.6, Synergy_ZIP=6.05, Synergy_Bliss=2.70, Synergy_Loewe=1.31, Synergy_HSA=-0.998. (3) Drug 1: C1CN(P(=O)(OC1)NCCCl)CCCl. Drug 2: CC1C(C(CC(O1)OC2CC(CC3=C2C(=C4C(=C3O)C(=O)C5=C(C4=O)C(=CC=C5)OC)O)(C(=O)CO)O)N)O.Cl. Cell line: NCI-H322M. Synergy scores: CSS=32.6, Synergy_ZIP=-1.46, Synergy_Bliss=-2.11, Synergy_Loewe=-27.4, Synergy_HSA=-0.244. (4) Drug 1: CCC1=C2CN3C(=CC4=C(C3=O)COC(=O)C4(CC)O)C2=NC5=C1C=C(C=C5)O. Drug 2: C(CN)CNCCSP(=O)(O)O. Cell line: COLO 205. Synergy scores: CSS=57.7, Synergy_ZIP=15.1, Synergy_Bliss=15.7, Synergy_Loewe=-56.4, Synergy_HSA=14.3. (5) Drug 1: CC=C1C(=O)NC(C(=O)OC2CC(=O)NC(C(=O)NC(CSSCCC=C2)C(=O)N1)C(C)C)C(C)C. Drug 2: COC1=C2C(=CC3=C1OC=C3)C=CC(=O)O2. Cell line: NCI-H322M. Synergy scores: CSS=31.5, Synergy_ZIP=-0.289, Synergy_Bliss=-2.36, Synergy_Loewe=-42.7, Synergy_HSA=-1.87. (6) Drug 1: C1CC(C1)(C(=O)O)C(=O)O.[NH2-].[NH2-].[Pt+2]. Drug 2: CN(CCCl)CCCl.Cl. Cell line: OVCAR-4. Synergy scores: CSS=-1.08, Synergy_ZIP=-0.183, Synergy_Bliss=-1.10, Synergy_Loewe=-8.28, Synergy_HSA=-6.23.